Dataset: Reaction yield outcomes from USPTO patents with 853,638 reactions. Task: Predict the reaction yield, written as a fraction of the theoretical maximum amount of product (1.0 means a 100% yield; for example, 0.34 means a 34% yield). (1) The reactants are [CH:1]1([C:4]([N:6]2[CH2:10][CH2:9][C@@H:8]([CH2:11][C:12]3[N:13]([C:18]4[CH:23]=[CH:22][C:21](B5OC(C)(C)C(C)(C)O5)=[CH:20][C:19]=4[F:33])[C:14](=[O:17])[NH:15][N:16]=3)[CH2:7]2)=[O:5])[CH2:3][CH2:2]1.Br[C:35]1[CH:36]=[C:37]2[C:42](=[CH:43][CH:44]=1)[NH:41][CH:40]=[N:39][C:38]2=[O:45].C(=O)([O-])[O-].[K+].[K+]. The catalyst is O1CCOCC1. The product is [CH:1]1([C:4]([N:6]2[CH2:10][CH2:9][C@@H:8]([CH2:11][C:12]3[N:13]([C:18]4[CH:23]=[CH:22][C:21]([C:35]5[CH:36]=[C:37]6[C:42](=[CH:43][CH:44]=5)[NH:41][CH:40]=[N:39][C:38]6=[O:45])=[CH:20][C:19]=4[F:33])[C:14](=[O:17])[NH:15][N:16]=3)[CH2:7]2)=[O:5])[CH2:3][CH2:2]1. The yield is 0.110. (2) The reactants are [C:1]([C:5]1[NH:6][C:7]2[C:12]([C:13]=1[CH2:14][CH:15]=O)=[CH:11][CH:10]=[C:9]([N+:17]([O-:19])=[O:18])[CH:8]=2)([CH3:4])([CH3:3])[CH3:2].Cl.[CH3:21][O:22][C:23](=[O:37])/[CH:24]=[CH:25]/[C:26]1[CH:31]=[CH:30][C:29]([CH:32]2[CH2:36][CH2:35][CH2:34][NH:33]2)=[CH:28][CH:27]=1.C(N(CC)CC)C.C(O[BH-](OC(=O)C)OC(=O)C)(=O)C.[Na+]. The catalyst is O1CCCC1.C(OCC)(=O)C. The product is [CH3:21][O:22][C:23](=[O:37])/[CH:24]=[CH:25]/[C:26]1[CH:31]=[CH:30][C:29]([CH:32]2[CH2:36][CH2:35][CH2:34][N:33]2[CH2:15][CH2:14][C:13]2[C:12]3[C:7](=[CH:8][C:9]([N+:17]([O-:19])=[O:18])=[CH:10][CH:11]=3)[NH:6][C:5]=2[C:1]([CH3:2])([CH3:4])[CH3:3])=[CH:28][CH:27]=1. The yield is 0.570. (3) The reactants are Cl.Cl.Cl.[O:4]1[C:12]2[CH:11]=[CH:10][N:9]=[C:8]([N:13]3[CH2:18][CH2:17][N:16]([CH2:19][CH2:20][C@H:21]4[CH2:26][CH2:25][C@H:24]([NH2:27])[CH2:23][CH2:22]4)[CH2:15][CH2:14]3)[C:7]=2[CH:6]=[CH:5]1.CCN(CC)CC.[CH3:35][N:36]([CH3:41])[S:37](Cl)(=[O:39])=[O:38].O. The catalyst is C(Cl)Cl. The product is [O:4]1[C:12]2[CH:11]=[CH:10][N:9]=[C:8]([N:13]3[CH2:18][CH2:17][N:16]([CH2:19][CH2:20][C@H:21]4[CH2:26][CH2:25][C@H:24]([NH:27][S:37]([N:36]([CH3:41])[CH3:35])(=[O:39])=[O:38])[CH2:23][CH2:22]4)[CH2:15][CH2:14]3)[C:7]=2[CH:6]=[CH:5]1. The yield is 0.600. (4) The reactants are Cl[C:2]1[C:7]([N+:8]([O-:10])=[O:9])=[CH:6][CH:5]=[C:4]([O:11][CH3:12])[N:3]=1.CO.[NH3:15]. No catalyst specified. The product is [CH3:12][O:11][C:4]1[N:3]=[C:2]([NH2:15])[C:7]([N+:8]([O-:10])=[O:9])=[CH:6][CH:5]=1. The yield is 0.840. (5) The reactants are Br[C:2]1[CH:3]=[C:4]([C:10]([O:12][CH3:13])=[O:11])[S:5][C:6]=1[CH2:7][CH2:8][CH3:9].C(=O)([O-])[O-].[K+].[K+].[CH3:20][N:21]1[C:25](B2OC(C)(C)C(C)(C)O2)=[CH:24][CH:23]=[N:22]1. The catalyst is CC(C)([P](C(C)(C)C)([Pd][P](C(C)(C)C)(C(C)(C)C)C(C)(C)C)C(C)(C)C)C. The product is [CH3:20][N:21]1[C:25]([C:2]2[CH:3]=[C:4]([C:10]([O:12][CH3:13])=[O:11])[S:5][C:6]=2[CH2:7][CH2:8][CH3:9])=[CH:24][CH:23]=[N:22]1. The yield is 0.990. (6) The reactants are [C:1]([CH2:14][C:15]([CH2:18][CH2:19]I)([F:17])[F:16])([C:4]([C:7]([C:10]([F:13])([F:12])[F:11])([F:9])[F:8])([F:6])[F:5])([F:3])[F:2].S(=O)(=O)(O)[OH:22]. No catalyst specified. The product is [C:1]([CH2:14][C:15]([CH2:18][CH2:19][OH:22])([F:17])[F:16])([C:4]([C:7]([C:10]([F:13])([F:12])[F:11])([F:9])[F:8])([F:6])[F:5])([F:3])[F:2]. The yield is 0.906. (7) The reactants are C(NC(C)C)(C)C.[Li]CCCC.CCCCCC.[C:19]([OH:24])(=[O:23])[CH:20]([CH3:22])[CH3:21].[F:25][C:26]1[CH:33]=[CH:32][CH:31]=[CH:30][C:27]=1[CH:28]=[O:29]. The catalyst is C1COCC1. The product is [F:25][C:26]1[CH:33]=[CH:32][CH:31]=[CH:30][C:27]=1[CH:28]([OH:29])[C:20]([CH3:22])([CH3:21])[C:19]([OH:24])=[O:23]. The yield is 0.609.